This data is from Reaction yield outcomes from USPTO patents with 853,638 reactions. The task is: Predict the reaction yield, written as a fraction of the theoretical maximum amount of product (1.0 means a 100% yield; for example, 0.34 means a 34% yield). (1) The reactants are F[P-](F)(F)(F)(F)F.N1(O[P+](N(C)C)(N(C)C)N(C)C)C2C=CC=CC=2N=N1.[CH3:28][N:29]1[CH2:34][CH2:33][N:32]([C:35]2[C:36]([C:42]([O-])=O)=[N:37][CH:38]=[CH:39][C:40]=2[CH3:41])[CH2:31][CH2:30]1.[K+].CN1CC[O:50][CH2:49]C1.[F:53][C:54]([F:68])([F:67])[C:55]1[CH:56]=[C:57]([NH:65][NH2:66])[CH:58]=[C:59]([C:61]([F:64])([F:63])[F:62])[CH:60]=1. The product is [F:53][C:54]([F:67])([F:68])[C:55]1[CH:56]=[C:57]([NH:65][NH:66][C:49](=[O:50])[CH:35]([N:32]2[CH2:31][CH2:30][N:29]([CH3:28])[CH2:34][CH2:33]2)[C:36]2[CH:42]=[C:40]([CH3:41])[CH:39]=[CH:38][N:37]=2)[CH:58]=[C:59]([C:61]([F:64])([F:62])[F:63])[CH:60]=1. The catalyst is CN(C=O)C.CCOC(C)=O. The yield is 0.350. (2) The reactants are Br[C:2]1[S:6][C:5]([NH:7][C:8]([NH:10][C:11]2[CH:16]=[CH:15][C:14]([CH3:17])=[CH:13][C:12]=2[C:18]([CH:20]2[CH2:24][CH2:23][CH2:22][CH2:21]2)=[O:19])=[O:9])=[N:4][CH:3]=1.[CH3:25][O:26][C:27](=[O:30])[CH2:28][SH:29]. No catalyst specified. The product is [CH3:25][O:26][C:27](=[O:30])[CH2:28][S:29][C:2]1[S:6][C:5]([NH:7][C:8]([NH:10][C:11]2[CH:16]=[CH:15][C:14]([CH3:17])=[CH:13][C:12]=2[C:18]([CH:20]2[CH2:24][CH2:23][CH2:22][CH2:21]2)=[O:19])=[O:9])=[N:4][CH:3]=1. The yield is 0.300. (3) The reactants are [C:1]([C:5]1[CH:6]=[C:7]([P:17]([C:25]2[CH:30]=[C:29]([C:31]([CH3:34])([CH3:33])[CH3:32])[C:28]([O:35][CH3:36])=[C:27]([C:37]([CH3:40])([CH3:39])[CH3:38])[CH:26]=2)[C:18]2[CH:23]=[CH:22][CH:21]=[CH:20][C:19]=2Br)[CH:8]=[C:9]([C:13]([CH3:16])([CH3:15])[CH3:14])[C:10]=1[O:11][CH3:12])([CH3:4])([CH3:3])[CH3:2].Cl[P:42]([O:46][CH2:47][CH3:48])[O:43][CH2:44][CH3:45]. The yield is 0.915. The catalyst is O1CCCC1. The product is [C:1]([C:5]1[CH:6]=[C:7]([P:17]([C:25]2[CH:30]=[C:29]([C:31]([CH3:34])([CH3:33])[CH3:32])[C:28]([O:35][CH3:36])=[C:27]([C:37]([CH3:40])([CH3:39])[CH3:38])[CH:26]=2)[C:18]2[CH:23]=[CH:22][CH:21]=[CH:20][C:19]=2[P:42]([O:46][CH2:47][CH3:48])[O:43][CH2:44][CH3:45])[CH:8]=[C:9]([C:13]([CH3:16])([CH3:15])[CH3:14])[C:10]=1[O:11][CH3:12])([CH3:4])([CH3:3])[CH3:2]. (4) The reactants are N1C=CN=C1CN1C(=O)COC2N=C(C3C=CC(C4(N)CCC4)=CC=3)C(C3C=CC=CC=3)=CC1=2.[CH3:35][N:36]1[CH2:41][C:40](=[O:42])[NH:39][C:38]2[CH:43]=[C:44]([C:65]3[CH:70]=[CH:69][CH:68]=[CH:67][CH:66]=3)[C:45]([C:47]3[CH:52]=[CH:51][C:50]([C:53]4([NH:57]C(=O)OC(C)(C)C)[CH2:56][CH2:55][CH2:54]4)=[CH:49][CH:48]=3)=[N:46][C:37]1=2. No catalyst specified. The product is [NH2:57][C:53]1([C:50]2[CH:49]=[CH:48][C:47]([C:45]3[C:44]([C:65]4[CH:70]=[CH:69][CH:68]=[CH:67][CH:66]=4)=[CH:43][C:38]4[NH:39][C:40](=[O:42])[CH2:41][N:36]([CH3:35])[C:37]=4[N:46]=3)=[CH:52][CH:51]=2)[CH2:54][CH2:55][CH2:56]1. The yield is 0.970. (5) The reactants are C(OC([N:8]([C:35]1[N:36]=[C:37]2[CH:43]=[CH:42][N:41]([S:44]([C:47]3[CH:53]=[CH:52][C:50]([CH3:51])=[CH:49][CH:48]=3)(=[O:46])=[O:45])[C:38]2=[N:39][CH:40]=1)[CH2:9][C:10]([C@@H:12]1[CH2:17][CH2:16][CH2:15][N:14]([C:18]([O:20][CH2:21][CH:22]2[C:34]3[CH:33]=[CH:32][CH:31]=[CH:30][C:29]=3[C:28]3[C:23]2=[CH:24][CH:25]=[CH:26][CH:27]=3)=[O:19])[CH2:13]1)=O)=O)(C)(C)C.C(O)(C(F)(F)F)=O.C(OC(C(F)(F)F)=O)(C(F)(F)F)=O. No catalyst specified. The product is [S:44]([N:41]1[C:38]2[N:39]=[CH:40][C:35]3[N:36]([C:10]([C@@H:12]4[CH2:17][CH2:16][CH2:15][N:14]([C:18]([O:20][CH2:21][CH:22]5[C:23]6[CH:24]=[CH:25][CH:26]=[CH:27][C:28]=6[C:29]6[C:34]5=[CH:33][CH:32]=[CH:31][CH:30]=6)=[O:19])[CH2:13]4)=[CH:9][N:8]=3)[C:37]=2[CH:43]=[CH:42]1)([C:47]1[CH:53]=[CH:52][C:50]([CH3:51])=[CH:49][CH:48]=1)(=[O:45])=[O:46]. The yield is 0.990.